This data is from Reaction yield outcomes from USPTO patents with 853,638 reactions. The task is: Predict the reaction yield, written as a fraction of the theoretical maximum amount of product (1.0 means a 100% yield; for example, 0.34 means a 34% yield). (1) The reactants are [C:1]1(=[O:11])[C:10]2[C:5](=[CH:6][CH:7]=[CH:8][CH:9]=2)[CH:4]=[N:3][NH:2]1.[H-].[Na+].[CH3:14][O:15][C:16](=[O:25])[CH:17](Br)[CH2:18][CH:19]1[CH2:23][CH2:22][CH2:21][CH2:20]1.O. The catalyst is O1CCCC1. The product is [CH3:14][O:15][C:16](=[O:25])[CH:17]([N:2]1[N:3]=[CH:4][C:5]2[C:10](=[CH:9][CH:8]=[CH:7][CH:6]=2)[C:1]1=[O:11])[CH2:18][CH:19]1[CH2:20][CH2:21][CH2:22][CH2:23]1. The yield is 0.610. (2) The reactants are [CH3:1][O:2][C:3](=[O:18])[CH2:4][C:5]1[N:6]=[C:7]([C:11]2[CH:12]=[N:13][C:14](Cl)=[CH:15][CH:16]=2)[O:8][C:9]=1[CH3:10].[C:19]1([SH:25])[CH:24]=[CH:23][CH:22]=[CH:21][CH:20]=1.C(=O)([O-])[O-].[Cs+].[Cs+]. The catalyst is CN(C)C=O. The product is [CH3:1][O:2][C:3](=[O:18])[CH2:4][C:5]1[N:6]=[C:7]([C:11]2[CH:12]=[N:13][C:14]([S:25][C:19]3[CH:24]=[CH:23][CH:22]=[CH:21][CH:20]=3)=[CH:15][CH:16]=2)[O:8][C:9]=1[CH3:10]. The yield is 0.740. (3) The reactants are [Na].Br[C:3]1[N:4]([CH:19]2[CH2:24][CH2:23][CH2:22][CH2:21][O:20]2)[C:5]2[C:10]([N:11]=1)=[C:9]([NH2:12])[N:8]=[C:7]([O:13][CH2:14][CH2:15][O:16][CH2:17][CH3:18])[N:6]=2.[CH3:25][OH:26]. No catalyst specified. The product is [CH2:17]([O:16][CH2:15][CH2:14][O:13][C:7]1[N:6]=[C:5]2[C:10]([N:11]=[C:3]([O:26][CH3:25])[N:4]2[CH:19]2[CH2:24][CH2:23][CH2:22][CH2:21][O:20]2)=[C:9]([NH2:12])[N:8]=1)[CH3:18]. The yield is 0.784. (4) The reactants are [C:1]([C:5]1[CH:9]=[C:8]([NH:10][C:11]([NH:13][C@@H:14]2[C:23]3[C:18](=[CH:19][CH:20]=[CH:21][CH:22]=3)[C@H:17]([O:24][C:25]3[CH:26]=[CH:27][C:28]4[N:29]([C:31]([N:34]5[CH2:39][CH2:38][CH2:37][CH2:36][C@@H:35]5[CH3:40])=[N:32][N:33]=4)[CH:30]=3)[CH2:16][CH2:15]2)=[O:12])[N:7]([C:41]2[CH:42]=[C:43]([CH:52]=[CH:53][CH:54]=2)[O:44][CH2:45][CH2:46][O:47]S(C)(=O)=O)[N:6]=1)([CH3:4])([CH3:3])[CH3:2].[CH2:55]([NH:57][CH3:58])[CH3:56].C1C[O:62]CC1. No catalyst specified. The product is [CH:46]([OH:47])=[O:62].[C:1]([C:5]1[CH:9]=[C:8]([NH:10][C:11]([NH:13][C@@H:14]2[C:23]3[C:18](=[CH:19][CH:20]=[CH:21][CH:22]=3)[C@H:17]([O:24][C:25]3[CH:26]=[CH:27][C:28]4[N:29]([C:31]([N:34]5[CH2:39][CH2:38][CH2:37][CH2:36][C@@H:35]5[CH3:40])=[N:32][N:33]=4)[CH:30]=3)[CH2:16][CH2:15]2)=[O:12])[N:7]([C:41]2[CH:54]=[CH:53][CH:52]=[C:43]([O:44][CH2:45][CH2:46][N:57]([CH2:55][CH3:56])[CH3:58])[CH:42]=2)[N:6]=1)([CH3:4])([CH3:3])[CH3:2]. The yield is 0.500. (5) The reactants are [F:1][C:2]1[CH:14]=[C:13]([N+:15]([O-])=O)[CH:12]=[CH:11][C:3]=1[CH2:4][N:5]1[CH2:10][CH2:9][O:8][CH2:7][CH2:6]1.O.NN. The catalyst is C1COCC1.C(O)C.[Ni]. The product is [F:1][C:2]1[CH:14]=[C:13]([NH2:15])[CH:12]=[CH:11][C:3]=1[CH2:4][N:5]1[CH2:10][CH2:9][O:8][CH2:7][CH2:6]1. The yield is 0.940. (6) The reactants are C([Si]([O:8]/[C:9](/[C:12]1[CH:17]=[CH:16][CH:15]=[C:14]([F:18])[CH:13]=1)=[CH:10]\[CH3:11])(C)C)(C)(C)C.CS(N)(=O)=[O:21]. The catalyst is C(O)(C)(C)C.O. The product is [F:18][C:14]1[CH:13]=[C:12]([C:9](=[O:8])[C@H:10]([OH:21])[CH3:11])[CH:17]=[CH:16][CH:15]=1. The yield is 0.870. (7) The reactants are C[O:2][C:3](=O)[CH2:4][O:5][C:6]1[N:27]=[CH:26][C:9]2[C:10]3[N:14]([CH2:15][CH2:16][O:17][C:8]=2[CH:7]=1)[CH:13]=[C:12]([C:18]1[N:19]([CH:23]([CH3:25])[CH3:24])[N:20]=[CH:21][N:22]=1)[N:11]=3.[NH3:29]. The product is [CH:23]([N:19]1[C:18]([C:12]2[N:11]=[C:10]3[C:9]4[CH:26]=[N:27][C:6]([O:5][CH2:4][C:3]([NH2:29])=[O:2])=[CH:7][C:8]=4[O:17][CH2:16][CH2:15][N:14]3[CH:13]=2)=[N:22][CH:21]=[N:20]1)([CH3:25])[CH3:24]. The yield is 0.500. The catalyst is CO. (8) The reactants are [CH2:1]([O:8][C:9]1[CH:14]=[CH:13][C:12]([S:15](Cl)(=[O:17])=[O:16])=[CH:11][C:10]=1[I:19])[C:2]1[CH:7]=[CH:6][CH:5]=[CH:4][CH:3]=1.[C:20]([NH2:24])([CH3:23])([CH3:22])[CH3:21].O. The catalyst is CCCCCC. The product is [CH2:1]([O:8][C:9]1[CH:14]=[CH:13][C:12]([S:15]([NH:24][C:20]([CH3:23])([CH3:22])[CH3:21])(=[O:17])=[O:16])=[CH:11][C:10]=1[I:19])[C:2]1[CH:7]=[CH:6][CH:5]=[CH:4][CH:3]=1. The yield is 0.940. (9) The reactants are [F:1][C:2]1[CH:10]=[CH:9][C:8]([CH2:11][C:12]2[C:21]3[C:16](=[CH:17][CH:18]=[CH:19][CH:20]=3)[C:15](=[O:22])[NH:14][N:13]=2)=[CH:7][C:3]=1[C:4]([OH:6])=O.CN(C(ON1N=NC2C=CC=CC1=2)=[N+](C)C)C.[B-](F)(F)(F)F.[CH2:45]([N:52]1[CH2:59][CH:58]2[CH:54]([CH2:55][NH:56][CH2:57]2)[CH2:53]1)[C:46]1[CH:51]=[CH:50][CH:49]=[CH:48][CH:47]=1.CCN(C(C)C)C(C)C. The catalyst is CN(C=O)C.C(Cl)(Cl)Cl.C(OCC)(=O)C.CO. The product is [CH2:45]([N:52]1[CH2:59][CH:58]2[CH2:57][N:56]([C:4]([C:3]3[CH:7]=[C:8]([CH:9]=[CH:10][C:2]=3[F:1])[CH2:11][C:12]3[C:21]4[C:16](=[CH:17][CH:18]=[CH:19][CH:20]=4)[C:15](=[O:22])[NH:14][N:13]=3)=[O:6])[CH2:55][CH:54]2[CH2:53]1)[C:46]1[CH:47]=[CH:48][CH:49]=[CH:50][CH:51]=1. The yield is 0.740.